This data is from Forward reaction prediction with 1.9M reactions from USPTO patents (1976-2016). The task is: Predict the product of the given reaction. Given the reactants [C:1]([O:5][C@H:6]([C@H:8]1[CH2:12][O:11][C:10](=[O:13])[N:9]1[C:14]1[C:19]([F:20])=[CH:18][N:17]=[C:16]([NH:21][C@H:22]([CH:24]2[CH2:29][CH2:28][N:27](C(OCC3C=CC=CC=3)=O)[CH2:26][CH2:25]2)[CH3:23])[N:15]=1)[CH3:7])([CH3:4])([CH3:3])[CH3:2].[H][H], predict the reaction product. The product is: [C:1]([O:5][C@H:6]([C@H:8]1[CH2:12][O:11][C:10](=[O:13])[N:9]1[C:14]1[C:19]([F:20])=[CH:18][N:17]=[C:16]([NH:21][C@H:22]([CH:24]2[CH2:29][CH2:28][NH:27][CH2:26][CH2:25]2)[CH3:23])[N:15]=1)[CH3:7])([CH3:3])([CH3:4])[CH3:2].